This data is from HIV replication inhibition screening data with 41,000+ compounds from the AIDS Antiviral Screen. The task is: Binary Classification. Given a drug SMILES string, predict its activity (active/inactive) in a high-throughput screening assay against a specified biological target. The drug is Cc1[nH]c2ccccc2c1C(c1c(C)[nH]c2ccccc12)c1c(C)[nH]c2ccccc12. The result is 0 (inactive).